Dataset: Full USPTO retrosynthesis dataset with 1.9M reactions from patents (1976-2016). Task: Predict the reactants needed to synthesize the given product. (1) The reactants are: [CH2:1]([O:8][C:9]1[C:18]([CH:19]=[O:20])=[C:17]2[C:12]([C:13](=[O:32])[C:14]([CH3:31])=[C:15]([CH:21]3[CH2:26][CH2:25][N:24]([C:27](=[O:30])[CH2:28][CH3:29])[CH2:23][CH2:22]3)[O:16]2)=[CH:11][CH:10]=1)[C:2]1[CH:7]=[CH:6][CH:5]=[CH:4][CH:3]=1.[CH:33]1([Mg]Br)[CH2:35][CH2:34]1.Cl.O. Given the product [CH2:1]([O:8][C:9]1[C:18]([CH:19]([CH:33]2[CH2:35][CH2:34]2)[OH:20])=[C:17]2[C:12]([C:13](=[O:32])[C:14]([CH3:31])=[C:15]([CH:21]3[CH2:26][CH2:25][N:24]([C:27](=[O:30])[CH2:28][CH3:29])[CH2:23][CH2:22]3)[O:16]2)=[CH:11][CH:10]=1)[C:2]1[CH:7]=[CH:6][CH:5]=[CH:4][CH:3]=1, predict the reactants needed to synthesize it. (2) Given the product [OH:47][C:42]1[CH:41]=[C:40]([CH:38]([OH:39])[CH2:37][NH:36][C:16]([C@@H:9]2[CH2:10][C:11](=[N:13][O:14][CH3:15])[CH2:12][N:8]2[C:6]([C:30]2[CH:29]=[CH:28][C:27]([C:22]3[CH:23]=[CH:24][CH:25]=[CH:26][C:21]=3[O:20][CH3:19])=[CH:32][CH:31]=2)=[O:7])=[O:18])[CH:45]=[CH:44][C:43]=1[OH:46], predict the reactants needed to synthesize it. The reactants are: C(O[C:6]([N:8]1[CH2:12][C:11](=[N:13][O:14][CH3:15])[CH2:10][C@H:9]1[C:16]([OH:18])=O)=[O:7])(C)(C)C.[CH3:19][O:20][C:21]1[CH:26]=[CH:25][CH:24]=[CH:23][C:22]=1[C:27]1[CH:32]=[CH:31][C:30](C(O)=O)=[CH:29][CH:28]=1.[NH2:36][CH2:37][CH:38]([C:40]1[CH:41]=[C:42]([OH:47])[C:43]([OH:46])=[CH:44][CH:45]=1)[OH:39].